From a dataset of Peptide-MHC class I binding affinity with 185,985 pairs from IEDB/IMGT. Regression. Given a peptide amino acid sequence and an MHC pseudo amino acid sequence, predict their binding affinity value. This is MHC class I binding data. (1) The peptide sequence is SLRCGACIRR. The MHC is HLA-A31:01 with pseudo-sequence HLA-A31:01. The binding affinity (normalized) is 0.742. (2) The peptide sequence is LLVQRVTSV. The MHC is HLA-A02:01 with pseudo-sequence HLA-A02:01. The binding affinity (normalized) is 0.896.